From a dataset of Catalyst prediction with 721,799 reactions and 888 catalyst types from USPTO. Predict which catalyst facilitates the given reaction. Reactant: [O:1]1[C:5]2([CH2:10][CH2:9][CH:8]([CH:11]([NH:15]S(C(C)(C)C)=O)[CH2:12][CH:13]=[CH2:14])[CH2:7][CH2:6]2)[O:4][CH2:3][CH2:2]1.Cl. Product: [CH3:3][O:4][C:5]1([O:1][CH3:2])[CH2:10][CH2:9][CH:8]([CH:11]([NH2:15])[CH2:12][CH:13]=[CH2:14])[CH2:7][CH2:6]1. The catalyst class is: 5.